From a dataset of Forward reaction prediction with 1.9M reactions from USPTO patents (1976-2016). Predict the product of the given reaction. (1) Given the reactants [C:1]([C:3]1[C:4]([C:14]2[CH:19]=[CH:18][C:17]([C:20]3[CH:25]=[CH:24][CH:23]=[CH:22][C:21]=3[C:26]#[N:27])=[CH:16][CH:15]=2)=[C:5]([C:11]([OH:13])=[O:12])[N:6]([CH3:10])[C:7]=1[CH2:8][CH3:9])#[N:2].[CH3:28][S:29]([CH3:31])=[O:30].O, predict the reaction product. The product is: [CH3:28][S:29]([CH3:31])=[O:30].[C:1]([C:3]1[C:4]([C:14]2[CH:19]=[CH:18][C:17]([C:20]3[CH:25]=[CH:24][CH:23]=[CH:22][C:21]=3[C:26]#[N:27])=[CH:16][CH:15]=2)=[C:5]([C:11]([OH:13])=[O:12])[N:6]([CH3:10])[C:7]=1[CH2:8][CH3:9])#[N:2]. (2) Given the reactants [CH2:1]([N:8]1[C:12]2=[C:13]([N+:27]([O-:29])=[O:28])[C:14](OS(C(F)(F)F)(=O)=O)=[C:15]([CH3:18])[C:16](=[O:17])[N:11]2[CH2:10][CH2:9]1)[C:2]1[CH:7]=[CH:6][CH:5]=[CH:4][CH:3]=1.[F:30][C:31]1[CH:36]=[C:35]([Si:37]([CH3:40])([CH3:39])[CH3:38])[CH:34]=[CH:33][C:32]=1[NH2:41].CC1(C)C2C(=C(P(C3C=CC=CC=3)C3C=CC=CC=3)C=CC=2)OC2C(P(C3C=CC=CC=3)C3C=CC=CC=3)=CC=CC1=2.[O-]P([O-])([O-])=O.[K+].[K+].[K+], predict the reaction product. The product is: [CH2:1]([N:8]1[C:12]2=[C:13]([N+:27]([O-:29])=[O:28])[C:14]([NH:41][C:32]3[CH:33]=[CH:34][C:35]([Si:37]([CH3:39])([CH3:38])[CH3:40])=[CH:36][C:31]=3[F:30])=[C:15]([CH3:18])[C:16](=[O:17])[N:11]2[CH2:10][CH2:9]1)[C:2]1[CH:3]=[CH:4][CH:5]=[CH:6][CH:7]=1. (3) Given the reactants [C:1]([O:4][C@@H:5]1[C@H:9]([O:10][C:11](=[O:13])[CH3:12])[C@@H:8]([C:14]#[CH:15])[O:7][C@H:6]1[N:16]1[CH:24]=[N:23][C:22]2[C:17]1=[N:18][CH:19]=[N:20][C:21]=2Cl)(=[O:3])[CH3:2].[F:26][C:27]1[CH:33]=[CH:32][C:30]([NH2:31])=[C:29]([CH3:34])[CH:28]=1, predict the reaction product. The product is: [C:1]([O:4][C@@H:5]1[C@H:9]([O:10][C:11](=[O:13])[CH3:12])[C@@H:8]([C:14]#[CH:15])[O:7][C@H:6]1[N:16]1[CH:24]=[N:23][C:22]2[C:17]1=[N:18][CH:19]=[N:20][C:21]=2[NH:31][C:30]1[CH:32]=[CH:33][C:27]([F:26])=[CH:28][C:29]=1[CH3:34])(=[O:3])[CH3:2]. (4) Given the reactants [CH3:1][O:2][C:3]([C:5]1[S:6][C:7]([C:24]#[C:25][C:26]([CH3:29])([CH3:28])[CH3:27])=[CH:8][C:9]=1[N:10]1[CH:15]([CH:16]2[CH2:21][CH2:20][CH2:19][CH2:18][CH2:17]2)[CH2:14][CH2:13][C@H:12](Br)[C:11]1=[O:23])=[O:4].[N-:30]=[N+:31]=[N-:32].[Na+], predict the reaction product. The product is: [CH3:1][O:2][C:3]([C:5]1[S:6][C:7]([C:24]#[C:25][C:26]([CH3:29])([CH3:28])[CH3:27])=[CH:8][C:9]=1[N:10]1[CH:15]([CH:16]2[CH2:21][CH2:20][CH2:19][CH2:18][CH2:17]2)[CH2:14][CH2:13][C@H:12]([N:30]=[N+:31]=[N-:32])[C:11]1=[O:23])=[O:4]. (5) Given the reactants C(N(CC)CC)C.C(O)=O.[CH:11]1[CH:12]=[CH:13][C:14]2[N:26]([C:27]([NH2:29])=[O:28])[C:25]3[CH:24]=[CH:23][CH:22]=[CH:21][C:20]=3[C:18](=[O:19])[CH2:17][C:15]=2[CH:16]=1.[Cl-].[Na+], predict the reaction product. The product is: [CH:11]1[CH:12]=[CH:13][C:14]2[N:26]([C:27]([NH2:29])=[O:28])[C:25]3[CH:24]=[CH:23][CH:22]=[CH:21][C:20]=3[C@@H:18]([OH:19])[CH2:17][C:15]=2[CH:16]=1. (6) Given the reactants [CH2:1]([O:3][C:4]([C:6]1[C:10]2[CH2:11][NH:12][CH2:13][CH2:14][C:9]=2[N:8]([C:15]2[CH:20]=[CH:19][CH:18]=[C:17]([Br:21])[CH:16]=2)[N:7]=1)=[O:5])[CH3:2].FC(F)(F)C(O)=O.[CH3:29][S:30](Cl)=[O:31].C(N(CC)CC)C, predict the reaction product. The product is: [Br:21][C:17]1[CH:16]=[C:15]([N:8]2[C:9]3[CH2:14][CH2:13][N:12]([S:30]([CH3:29])=[O:31])[CH2:11][C:10]=3[C:6]([C:4]([O:3][CH2:1][CH3:2])=[O:5])=[N:7]2)[CH:20]=[CH:19][CH:18]=1. (7) Given the reactants COC1C=C(OC)C=CC=1C[N:6]1[C:10](=[O:11])[CH2:9][N:8]([C:12]2[CH:17]=[CH:16][C:15]([NH2:18])=[CH:14][C:13]=2[NH2:19])[S:7]1(=[O:21])=[O:20].[C:28]([OH:34])([C:30]([F:33])([F:32])[F:31])=[O:29].C(Cl)Cl, predict the reaction product. The product is: [OH:34][C:28]([C:30]([F:33])([F:32])[F:31])=[O:29].[NH2:19][C:13]1[CH:14]=[C:15]([NH2:18])[CH:16]=[CH:17][C:12]=1[N:8]1[S:7](=[O:21])(=[O:20])[NH:6][C:10](=[O:11])[CH2:9]1. (8) The product is: [CH2:1]([C:8]1[C:9]([O:21][C@@H:22]2[O:48][C@H:47]([CH2:49][O:50][C:51](=[O:56])[C:52]([CH3:53])([CH3:55])[CH3:54])[C@@H:39]([O:40][C:41](=[O:46])[C:42]([CH3:45])([CH3:44])[CH3:43])[C@H:31]([O:32][C:33](=[O:38])[C:34]([CH3:35])([CH3:37])[CH3:36])[C@H:23]2[O:24][C:25](=[O:30])[C:26]([CH3:29])([CH3:27])[CH3:28])=[N:10][NH:11][C:12]=1[CH:13]([CH3:15])[CH3:14])[C:2]1[CH:7]=[CH:6][CH:5]=[CH:4][CH:3]=1. Given the reactants [CH2:1]([C:8]1[C:9]([O:21][C@@H:22]2[O:48][C@H:47]([CH2:49][O:50][C:51](=[O:56])[C:52]([CH3:55])([CH3:54])[CH3:53])[C@@H:39]([O:40][C:41](=[O:46])[C:42]([CH3:45])([CH3:44])[CH3:43])[C@H:31]([O:32][C:33](=[O:38])[C:34]([CH3:37])([CH3:36])[CH3:35])[C@H:23]2[O:24][C:25](=[O:30])[C:26]([CH3:29])([CH3:28])[CH3:27])=[N:10][N:11](C(OCC)=O)[C:12]=1[CH:13]([CH3:15])[CH3:14])[C:2]1[CH:7]=[CH:6][CH:5]=[CH:4][CH:3]=1.C(=O)(O)[O-].[Na+].C(=O)([O-])[O-].[K+].[K+].O, predict the reaction product. (9) The product is: [OH:31][C:32]1[CH:36]=[C:35]([CH2:37][CH2:38][C:39]([N:1]2[CH2:6][CH2:5][CH:4]([C:7]3[CH:8]=[CH:9][C:10]([NH:13][C:14]([C:16]4[N:17]=[C:18]([C:25]5[CH:30]=[CH:29][CH:28]=[CH:27][CH:26]=5)[O:19][C:20]=4[C:21]([F:22])([F:23])[F:24])=[O:15])=[CH:11][CH:12]=3)[CH2:3][CH2:2]2)=[O:40])[O:34][N:33]=1. Given the reactants [NH:1]1[CH2:6][CH2:5][CH:4]([C:7]2[CH:12]=[CH:11][C:10]([NH:13][C:14]([C:16]3[N:17]=[C:18]([C:25]4[CH:30]=[CH:29][CH:28]=[CH:27][CH:26]=4)[O:19][C:20]=3[C:21]([F:24])([F:23])[F:22])=[O:15])=[CH:9][CH:8]=2)[CH2:3][CH2:2]1.[OH:31][C:32]1[CH:36]=[C:35]([CH2:37][CH2:38][C:39](O)=[O:40])[O:34][N:33]=1.C(N(CC)CC)C.F[P-](F)(F)(F)(F)F.N1(O[P+](N(C)C)(N(C)C)N(C)C)C2C=CC=CC=2N=N1, predict the reaction product. (10) Given the reactants Br[C:2]1[CH:10]=[CH:9][C:8]([O:11][CH3:12])=[CH:7][C:3]=1[C:4]([OH:6])=[O:5].C([Li])CCC.[CH:18]1([CH2:21][C:22](N(OC)C)=[O:23])[CH2:20][CH2:19]1, predict the reaction product. The product is: [CH:18]1([CH2:21][C:22]([C:2]2[CH:10]=[CH:9][C:8]([O:11][CH3:12])=[CH:7][C:3]=2[C:4]([OH:6])=[O:5])=[O:23])[CH2:20][CH2:19]1.